Dataset: Reaction yield outcomes from USPTO patents with 853,638 reactions. Task: Predict the reaction yield, written as a fraction of the theoretical maximum amount of product (1.0 means a 100% yield; for example, 0.34 means a 34% yield). (1) The reactants are C(NC1C=CC(C2C=C3C(CN([C@@H](C(C)C)C(O)=O)C3=O)=CC=2)=CC=1)(=O)C1C=CC=CC=1.[CH3:33][CH:34]([CH3:68])[C@H:35]([N:40]1[CH2:48][C:47]2[C:42](=[CH:43][C:44]([C:49]3[CH:54]=[CH:53][C:52]([NH:55][C:56](=[O:66])[C:57]4[CH:62]=[CH:61][C:60]([CH2:63][CH2:64][CH3:65])=[CH:59][CH:58]=4)=[CH:51][CH:50]=3)=[CH:45][CH:46]=2)[C:41]1=[O:67])[C:36]([O:38]C)=[O:37]. No catalyst specified. The product is [CH3:68][CH:34]([CH3:33])[C@H:35]([N:40]1[CH2:48][C:47]2[C:42](=[CH:43][C:44]([C:49]3[CH:54]=[CH:53][C:52]([NH:55][C:56](=[O:66])[C:57]4[CH:58]=[CH:59][C:60]([CH2:63][CH2:64][CH3:65])=[CH:61][CH:62]=4)=[CH:51][CH:50]=3)=[CH:45][CH:46]=2)[C:41]1=[O:67])[C:36]([OH:38])=[O:37]. The yield is 0.800. (2) The reactants are Br[C:2]1[N:7]=[CH:6][C:5]([C@@H:8]2[CH2:10][C@H:9]2[NH:11][C:12](=[O:18])[O:13][C:14]([CH3:17])([CH3:16])[CH3:15])=[CH:4][CH:3]=1.C(=O)([O-])[O-].[K+].[K+].[F:25][C:26]([F:37])([F:36])[C:27]1[CH:28]=[C:29](B(O)O)[CH:30]=[CH:31][CH:32]=1. The catalyst is CC#N.O. The product is [F:25][C:26]([F:37])([F:36])[C:27]1[CH:32]=[C:31]([C:2]2[N:7]=[CH:6][C:5]([C@@H:8]3[CH2:10][C@H:9]3[NH:11][C:12](=[O:18])[O:13][C:14]([CH3:17])([CH3:16])[CH3:15])=[CH:4][CH:3]=2)[CH:30]=[CH:29][CH:28]=1. The yield is 0.583.